Dataset: Reaction yield outcomes from USPTO patents with 853,638 reactions. Task: Predict the reaction yield, written as a fraction of the theoretical maximum amount of product (1.0 means a 100% yield; for example, 0.34 means a 34% yield). (1) The reactants are [F:1][C:2]1[C:3]([CH2:11]O)=[CH:4][C:5]2[O:9][CH2:8][O:7][C:6]=2[CH:10]=1.C([O-])(O)=O.[Na+].O=S(Cl)[Cl:20]. No catalyst specified. The product is [Cl:20][CH2:11][C:3]1[C:2]([F:1])=[CH:10][C:6]2[O:7][CH2:8][O:9][C:5]=2[CH:4]=1. The yield is 0.900. (2) The reactants are [C:1]([N:4]1[CH2:18][CH2:17][CH:7]([C:8]([O:10]C2C=CC=CC=2)=O)[CH2:6][CH2:5]1)(=O)[CH3:2].[C:19](N1CCC(C(Cl)=O)CC1)(=[O:21])C.[C:31]1([OH:37])[CH:36]=[CH:35][CH:34]=[CH:33][CH:32]=1.CCN(CC)CC. The catalyst is C1COCC1.CCOC(C)=O. The product is [OH:37][C:31]1[CH:36]=[CH:35][CH:34]=[CH:33][C:32]=1[C:8]([CH:7]1[CH2:6][CH2:5][N:4]([CH2:1][CH2:2][CH2:19][OH:21])[CH2:18][CH2:17]1)=[O:10]. The yield is 0.800. (3) The reactants are [CH3:1][N:2]([CH3:16])[CH2:3][CH2:4][N:5]([CH3:15])[C:6]1[CH:7]=[N:8][C:9]([N+:12]([O-])=O)=[CH:10][CH:11]=1. The catalyst is C(O)C. The product is [CH3:1][N:2]([CH3:16])[CH2:3][CH2:4][N:5]([CH3:15])[C:6]1[CH:11]=[CH:10][C:9]([NH2:12])=[N:8][CH:7]=1. The yield is 1.00. (4) The reactants are [CH2:1]([O:3][CH:4]([O:9][CH2:10][CH3:11])[C:5](=[NH:8])OC)[CH3:2].Cl.[F:13][CH:14]([F:20])[C:15](=[N:17]NC)[NH2:16].[C:21]([O-])(=O)C.[Na+]. The catalyst is CO. The product is [CH2:10]([O:9][CH:4]([O:3][CH2:1][CH3:2])[C:5]1[N:8]([CH3:21])[N:17]=[C:15]([CH:14]([F:20])[F:13])[N:16]=1)[CH3:11]. The yield is 0.326. (5) The reactants are [OH-].[K+].C[O:4][C:5](=[O:20])[C:6]1[CH:11]=[CH:10][C:9]([C:12]#[C:13][C:14]#[C:15][Si](C)(C)C)=[CH:8][CH:7]=1. The catalyst is O.C1COCC1. The product is [C:12]([C:9]1[CH:8]=[CH:7][C:6]([C:5]([OH:20])=[O:4])=[CH:11][CH:10]=1)#[C:13][C:14]#[CH:15]. The yield is 0.910.